This data is from Forward reaction prediction with 1.9M reactions from USPTO patents (1976-2016). The task is: Predict the product of the given reaction. Given the reactants [Cl:1][C:2]1[CH:7]=[CH:6][C:5]([C:8]2[C:9]([O:17][CH2:18][C:19]([F:22])([F:21])[F:20])=[N:10][CH:11]=[C:12]([CH:16]=2)[C:13]([OH:15])=O)=[CH:4][CH:3]=1.[CH2:23]([N:26]1[CH:30]=[CH:29][C:28]([CH2:31][NH2:32])=[N:27]1)[CH2:24][CH3:25], predict the reaction product. The product is: [Cl:1][C:2]1[CH:3]=[CH:4][C:5]([C:8]2[C:9]([O:17][CH2:18][C:19]([F:20])([F:21])[F:22])=[N:10][CH:11]=[C:12]([CH:16]=2)[C:13]([NH:32][CH2:31][C:28]2[CH:29]=[CH:30][N:26]([CH2:23][CH2:24][CH3:25])[N:27]=2)=[O:15])=[CH:6][CH:7]=1.